From a dataset of Forward reaction prediction with 1.9M reactions from USPTO patents (1976-2016). Predict the product of the given reaction. (1) Given the reactants Br[CH2:2][C:3]([C:5]1[CH:10]=[CH:9][C:8]([CH2:11][C@H:12]([NH:16][C:17](=[O:23])[O:18][C:19]([CH3:22])([CH3:21])[CH3:20])[CH2:13][CH2:14][OH:15])=[CH:7][CH:6]=1)=O.[NH2:24][C:25]1[C:30]([CH:31]([OH:33])[CH3:32])=[CH:29][CH:28]=[CH:27][N:26]=1.C(=O)(O)[O-].[Na+], predict the reaction product. The product is: [OH:15][CH2:14][CH2:13][C@@H:12]([NH:16][C:17](=[O:23])[O:18][C:19]([CH3:22])([CH3:21])[CH3:20])[CH2:11][C:8]1[CH:9]=[CH:10][C:5]([C:3]2[N:24]=[C:25]3[C:30]([CH:31]([OH:33])[CH3:32])=[CH:29][CH:28]=[CH:27][N:26]3[CH:2]=2)=[CH:6][CH:7]=1. (2) Given the reactants [CH3:1][S-:2].[Na+].Br[C:5]1[CH:6]=[CH:7][C:8]2[N:9]([N:11]=[C:12]([C:14]3[CH:19]=[CH:18][CH:17]=[CH:16][CH:15]=3)[CH:13]=2)[CH:10]=1, predict the reaction product. The product is: [CH3:1][S:2][C:5]1[CH:6]=[CH:7][C:8]2[N:9]([N:11]=[C:12]([C:14]3[CH:19]=[CH:18][CH:17]=[CH:16][CH:15]=3)[CH:13]=2)[CH:10]=1. (3) Given the reactants [C:1]1([S:7]([C:10]2[CH:11]=[CH:12][C:13]([CH2:16][NH2:17])=[N:14][CH:15]=2)(=[O:9])=[O:8])[CH:6]=[CH:5][CH:4]=[CH:3][CH:2]=1.Cl[C:19]([O:21][C:22]1[CH:27]=[CH:26][C:25]([N+:28]([O-:30])=[O:29])=[CH:24][CH:23]=1)=[O:20].C(N(CC)CC)C.O, predict the reaction product. The product is: [C:1]1([S:7]([C:10]2[CH:11]=[CH:12][C:13]([CH2:16][NH:17][C:19](=[O:20])[O:21][C:22]3[CH:23]=[CH:24][C:25]([N+:28]([O-:30])=[O:29])=[CH:26][CH:27]=3)=[N:14][CH:15]=2)(=[O:8])=[O:9])[CH:2]=[CH:3][CH:4]=[CH:5][CH:6]=1. (4) The product is: [CH:20]([C:4]1[CH:3]=[C:2]([B:23]2[O:27][C:26]([CH3:29])([CH3:28])[C:25]([CH3:31])([CH3:30])[O:24]2)[CH:19]=[CH:18][C:5]=1[O:6][CH2:7][C:8]([O:10][CH2:11][C:12]1[CH:17]=[CH:16][CH:15]=[CH:14][CH:13]=1)=[O:9])([CH3:22])[CH3:21]. Given the reactants Br[C:2]1[CH:19]=[CH:18][C:5]([O:6][CH2:7][C:8]([O:10][CH2:11][C:12]2[CH:17]=[CH:16][CH:15]=[CH:14][CH:13]=2)=[O:9])=[C:4]([CH:20]([CH3:22])[CH3:21])[CH:3]=1.[B:23]1([B:23]2[O:27][C:26]([CH3:29])([CH3:28])[C:25]([CH3:31])([CH3:30])[O:24]2)[O:27][C:26]([CH3:29])([CH3:28])[C:25]([CH3:31])([CH3:30])[O:24]1.C([O-])(=O)C.[K+], predict the reaction product. (5) Given the reactants [Cl:1][C:2]1[C:3](F)=[CH:4][C:5]([F:29])=[C:6]([S:8]([N:11]([CH2:18][C:19]2[CH:24]=[CH:23][C:22]([O:25][CH3:26])=[CH:21][C:20]=2[O:27][CH3:28])[C:12]2[N:17]=[CH:16][CH:15]=[CH:14][N:13]=2)(=[O:10])=[O:9])[CH:7]=1.[N:31]1[CH:36]=[CH:35][C:34]([C:37]2[CH:38]=[C:39]([C:44]3[CH:49]=[CH:48][C:47]([C:50]([F:53])([F:52])[F:51])=[CH:46][CH:45]=3)[CH:40]=[CH:41][C:42]=2[OH:43])=[CH:33][N:32]=1.C(=O)([O-])[O-].[K+].[K+].[OH-].[Na+], predict the reaction product. The product is: [Cl:1][C:2]1[C:3]([O:43][C:42]2[CH:41]=[CH:40][C:39]([C:44]3[CH:45]=[CH:46][C:47]([C:50]([F:51])([F:52])[F:53])=[CH:48][CH:49]=3)=[CH:38][C:37]=2[C:34]2[CH:35]=[CH:36][N:31]=[N:32][CH:33]=2)=[CH:4][C:5]([F:29])=[C:6]([S:8]([N:11]([CH2:18][C:19]2[CH:24]=[CH:23][C:22]([O:25][CH3:26])=[CH:21][C:20]=2[O:27][CH3:28])[C:12]2[N:13]=[CH:14][CH:15]=[CH:16][N:17]=2)(=[O:10])=[O:9])[CH:7]=1.